From a dataset of Peptide-MHC class I binding affinity with 185,985 pairs from IEDB/IMGT. Regression. Given a peptide amino acid sequence and an MHC pseudo amino acid sequence, predict their binding affinity value. This is MHC class I binding data. (1) The peptide sequence is ILMWEAVTL. The MHC is HLA-A01:01 with pseudo-sequence HLA-A01:01. The binding affinity (normalized) is 0. (2) The peptide sequence is LVFTRAICK. The MHC is HLA-B15:09 with pseudo-sequence HLA-B15:09. The binding affinity (normalized) is 0.0847. (3) The peptide sequence is QIGGEAIFL. The MHC is HLA-A68:02 with pseudo-sequence HLA-A68:02. The binding affinity (normalized) is 0.301. (4) The MHC is HLA-A02:02 with pseudo-sequence HLA-A02:02. The binding affinity (normalized) is 0.460. The peptide sequence is STSFYLISI. (5) The peptide sequence is YYLEKANKI. The MHC is HLA-B15:01 with pseudo-sequence HLA-B15:01. The binding affinity (normalized) is 0.0847. (6) The peptide sequence is YAMAIRQAI. The MHC is BoLA-T2b with pseudo-sequence BoLA-T2b. The binding affinity (normalized) is 0.0641.